From a dataset of Catalyst prediction with 721,799 reactions and 888 catalyst types from USPTO. Predict which catalyst facilitates the given reaction. (1) Reactant: [N+:1]([C:4]1[CH:39]=[CH:38][C:7]([C:8]([O:10][CH2:11][CH2:12][CH2:13][CH2:14][C@H:15]([OH:37])[CH2:16][O:17][C:18]([C:31]2[CH:36]=[CH:35][CH:34]=[CH:33][CH:32]=2)([C:25]2[CH:30]=[CH:29][CH:28]=[CH:27][CH:26]=2)[C:19]2[CH:24]=[CH:23][CH:22]=[CH:21][CH:20]=2)=[O:9])=[CH:6][CH:5]=1)([O-:3])=[O:2].N1C=CN=C1.[Si:45](Cl)([C:58]([CH3:61])([CH3:60])[CH3:59])([C:52]1[CH:57]=[CH:56][CH:55]=[CH:54][CH:53]=1)[C:46]1[CH:51]=[CH:50][CH:49]=[CH:48][CH:47]=1.O. Product: [N+:1]([C:4]1[CH:5]=[CH:6][C:7]([C:8]([O:10][CH2:11][CH2:12][CH2:13][CH2:14][C@H:15]([O:37][Si:45]([C:58]([CH3:61])([CH3:60])[CH3:59])([C:52]2[CH:53]=[CH:54][CH:55]=[CH:56][CH:57]=2)[C:46]2[CH:51]=[CH:50][CH:49]=[CH:48][CH:47]=2)[CH2:16][O:17][C:18]([C:31]2[CH:32]=[CH:33][CH:34]=[CH:35][CH:36]=2)([C:19]2[CH:24]=[CH:23][CH:22]=[CH:21][CH:20]=2)[C:25]2[CH:26]=[CH:27][CH:28]=[CH:29][CH:30]=2)=[O:9])=[CH:38][CH:39]=1)([O-:3])=[O:2]. The catalyst class is: 9. (2) Reactant: [C:1]([O:5][C:6]([N:8]1[CH2:13][CH2:12][N:11]([C:14]2[CH:19]=[CH:18][C:17]([C:20]3[S:21][C:22]4[CH:28]=[C:27]([NH2:29])[CH:26]=[CH:25][C:23]=4[N:24]=3)=[CH:16][N:15]=2)[CH2:10][CH2:9]1)=[O:7])([CH3:4])([CH3:3])[CH3:2].[CH3:30][S:31](Cl)(=[O:33])=[O:32].N1C=CC=CC=1. Product: [CH3:30][S:31]([NH:29][C:27]1[CH:26]=[CH:25][C:23]2[N:24]=[C:20]([C:17]3[CH:18]=[CH:19][C:14]([N:11]4[CH2:10][CH2:9][N:8]([C:6]([O:5][C:1]([CH3:4])([CH3:2])[CH3:3])=[O:7])[CH2:13][CH2:12]4)=[N:15][CH:16]=3)[S:21][C:22]=2[CH:28]=1)(=[O:33])=[O:32]. The catalyst class is: 2. (3) Product: [N+:1]([C:4]1[CH:5]=[CH:6][C:7](/[CH:8]=[CH:9]/[CH2:10][OH:11])=[CH:12][CH:13]=1)([O-:3])=[O:2]. Reactant: [N+:1]([C:4]1[CH:13]=[CH:12][C:7](/[CH:8]=[CH:9]/[CH:10]=[O:11])=[CH:6][CH:5]=1)([O-:3])=[O:2].[BH4-].[Na+]. The catalyst class is: 5. (4) Reactant: [CH2:1]([O:8][C:9]1[CH:10]=[CH:11][C:12]2[O:16][C:15]([C:17](OCC)=[O:18])=[C:14]([CH3:22])[C:13]=2[CH:23]=1)[C:2]1[CH:7]=[CH:6][CH:5]=[CH:4][CH:3]=1.[H-].[Al+3].[Li+].[H-].[H-].[H-]. Product: [CH2:1]([O:8][C:9]1[CH:10]=[CH:11][C:12]2[O:16][C:15]([CH2:17][OH:18])=[C:14]([CH3:22])[C:13]=2[CH:23]=1)[C:2]1[CH:3]=[CH:4][CH:5]=[CH:6][CH:7]=1. The catalyst class is: 7. (5) Reactant: [CH2:1]([S:8][CH2:9][C:10]1[CH:14]=[C:13]([C:15]2[CH:20]=[CH:19][C:18]([C:21]([F:24])([F:23])[F:22])=[CH:17][CH:16]=2)[S:12][C:11]=1[C:25](OCC)=[O:26])[C:2]1[CH:7]=[CH:6][CH:5]=[CH:4][CH:3]=1.[H-].[Al+3].[Li+].[H-].[H-].[H-].O.Cl. Product: [CH2:1]([S:8][CH2:9][C:10]1[CH:14]=[C:13]([C:15]2[CH:16]=[CH:17][C:18]([C:21]([F:23])([F:24])[F:22])=[CH:19][CH:20]=2)[S:12][C:11]=1[CH2:25][OH:26])[C:2]1[CH:7]=[CH:6][CH:5]=[CH:4][CH:3]=1. The catalyst class is: 365. (6) Reactant: [CH2:1]([O:3][C:4]([N:6]1[CH2:11][CH2:10][N:9]([C:12](=[O:42])[C@@H:13]([NH:23][C:24]([C:26]2[CH:30]=[C:29]([O:31][CH2:32][C:33]([OH:35])=O)[N:28]([C:36]3[CH:41]=[CH:40][CH:39]=[CH:38][CH:37]=3)[N:27]=2)=[O:25])[CH2:14][CH2:15][C:16]([O:18][C:19]([CH3:22])([CH3:21])[CH3:20])=[O:17])[CH2:8][CH2:7]1)=[O:5])[CH3:2].C1C=CC2N(O)N=NC=2C=1.CCN(C(C)C)C(C)C.Cl.[CH2:63]([O:70][C:71](=[O:77])[C@@H:72]1[CH2:76][CH2:75][CH2:74][NH:73]1)[C:64]1[CH:69]=[CH:68][CH:67]=[CH:66][CH:65]=1. Product: [CH2:1]([O:3][C:4]([N:6]1[CH2:11][CH2:10][N:9]([C:12](=[O:42])[C@@H:13]([NH:23][C:24]([C:26]2[CH:30]=[C:29]([O:31][CH2:32][C:33]([N:73]3[CH2:74][CH2:75][CH2:76][C@H:72]3[C:71]([O:70][CH2:63][C:64]3[CH:69]=[CH:68][CH:67]=[CH:66][CH:65]=3)=[O:77])=[O:35])[N:28]([C:36]3[CH:41]=[CH:40][CH:39]=[CH:38][CH:37]=3)[N:27]=2)=[O:25])[CH2:14][CH2:15][C:16]([O:18][C:19]([CH3:21])([CH3:22])[CH3:20])=[O:17])[CH2:8][CH2:7]1)=[O:5])[CH3:2]. The catalyst class is: 607. (7) Reactant: N(OCCC(C)C)=O.[F:9][C:10]([F:23])([F:22])[O:11][C:12]1[CH:21]=[CH:20][C:15]2[N:16]=[C:17](N)[S:18][C:14]=2[CH:13]=1.[ClH:24]. Product: [Cl:24][C:17]1[S:18][C:14]2[CH:13]=[C:12]([O:11][C:10]([F:23])([F:22])[F:9])[CH:21]=[CH:20][C:15]=2[N:16]=1. The catalyst class is: 879.